Dataset: NCI-60 drug combinations with 297,098 pairs across 59 cell lines. Task: Regression. Given two drug SMILES strings and cell line genomic features, predict the synergy score measuring deviation from expected non-interaction effect. (1) Drug 1: C1=CN(C(=O)N=C1N)C2C(C(C(O2)CO)O)O.Cl. Drug 2: COC1=C2C(=CC3=C1OC=C3)C=CC(=O)O2. Cell line: A498. Synergy scores: CSS=15.3, Synergy_ZIP=-4.32, Synergy_Bliss=0.973, Synergy_Loewe=-4.25, Synergy_HSA=0.713. (2) Drug 1: C1CC(C1)(C(=O)O)C(=O)O.[NH2-].[NH2-].[Pt+2]. Drug 2: CS(=O)(=O)OCCCCOS(=O)(=O)C. Cell line: PC-3. Synergy scores: CSS=11.1, Synergy_ZIP=-4.92, Synergy_Bliss=-1.79, Synergy_Loewe=-2.41, Synergy_HSA=0.0542. (3) Drug 1: CC1=C(C(=O)C2=C(C1=O)N3CC4C(C3(C2COC(=O)N)OC)N4)N. Drug 2: N.N.Cl[Pt+2]Cl. Cell line: HOP-62. Synergy scores: CSS=69.3, Synergy_ZIP=-3.09, Synergy_Bliss=-3.32, Synergy_Loewe=-10.9, Synergy_HSA=1.69. (4) Drug 1: CC1=C(C=C(C=C1)NC2=NC=CC(=N2)N(C)C3=CC4=NN(C(=C4C=C3)C)C)S(=O)(=O)N.Cl. Drug 2: C#CCC(CC1=CN=C2C(=N1)C(=NC(=N2)N)N)C3=CC=C(C=C3)C(=O)NC(CCC(=O)O)C(=O)O. Cell line: OVCAR-5. Synergy scores: CSS=-3.63, Synergy_ZIP=-1.76, Synergy_Bliss=-5.96, Synergy_Loewe=-7.97, Synergy_HSA=-7.88. (5) Cell line: T-47D. Drug 2: COCCOC1=C(C=C2C(=C1)C(=NC=N2)NC3=CC=CC(=C3)C#C)OCCOC.Cl. Drug 1: CN(C(=O)NC(C=O)C(C(C(CO)O)O)O)N=O. Synergy scores: CSS=2.91, Synergy_ZIP=-1.08, Synergy_Bliss=0.0432, Synergy_Loewe=0.916, Synergy_HSA=-1.63. (6) Drug 2: C1=C(C(=O)NC(=O)N1)N(CCCl)CCCl. Drug 1: CC(C1=C(C=CC(=C1Cl)F)Cl)OC2=C(N=CC(=C2)C3=CN(N=C3)C4CCNCC4)N. Synergy scores: CSS=1.38, Synergy_ZIP=1.38, Synergy_Bliss=2.53, Synergy_Loewe=-1.06, Synergy_HSA=-0.439. Cell line: NCI-H322M. (7) Drug 1: C1=CC(=CC=C1C#N)C(C2=CC=C(C=C2)C#N)N3C=NC=N3. Drug 2: CC1C(C(CC(O1)OC2CC(OC(C2O)C)OC3=CC4=CC5=C(C(=O)C(C(C5)C(C(=O)C(C(C)O)O)OC)OC6CC(C(C(O6)C)O)OC7CC(C(C(O7)C)O)OC8CC(C(C(O8)C)O)(C)O)C(=C4C(=C3C)O)O)O)O. Cell line: U251. Synergy scores: CSS=56.0, Synergy_ZIP=2.02, Synergy_Bliss=2.38, Synergy_Loewe=-1.95, Synergy_HSA=0.213.